This data is from NCI-60 drug combinations with 297,098 pairs across 59 cell lines. The task is: Regression. Given two drug SMILES strings and cell line genomic features, predict the synergy score measuring deviation from expected non-interaction effect. (1) Drug 1: CC1=C(C=C(C=C1)NC(=O)C2=CC=C(C=C2)CN3CCN(CC3)C)NC4=NC=CC(=N4)C5=CN=CC=C5. Drug 2: COC1=NC(=NC2=C1N=CN2C3C(C(C(O3)CO)O)O)N. Cell line: UO-31. Synergy scores: CSS=0.425, Synergy_ZIP=0.219, Synergy_Bliss=1.02, Synergy_Loewe=-1.53, Synergy_HSA=-2.05. (2) Drug 1: C1CN1P(=S)(N2CC2)N3CC3. Drug 2: CCC1=C2CN3C(=CC4=C(C3=O)COC(=O)C4(CC)O)C2=NC5=C1C=C(C=C5)O. Cell line: HT29. Synergy scores: CSS=33.4, Synergy_ZIP=-6.84, Synergy_Bliss=5.28, Synergy_Loewe=-2.58, Synergy_HSA=5.89.